This data is from Peptide-MHC class II binding affinity with 134,281 pairs from IEDB. The task is: Regression. Given a peptide amino acid sequence and an MHC pseudo amino acid sequence, predict their binding affinity value. This is MHC class II binding data. (1) The peptide sequence is EKIYFAATQFEPLAA. The MHC is HLA-DQA10301-DQB10302 with pseudo-sequence HLA-DQA10301-DQB10302. The binding affinity (normalized) is 0.597. (2) The peptide sequence is QQLLFIHFRIGCRHSRIG. The MHC is HLA-DQA10103-DQB10603 with pseudo-sequence HLA-DQA10103-DQB10603. The binding affinity (normalized) is 0.590.